From a dataset of Reaction yield outcomes from USPTO patents with 853,638 reactions. Predict the reaction yield, written as a fraction of the theoretical maximum amount of product (1.0 means a 100% yield; for example, 0.34 means a 34% yield). (1) The reactants are [H-].[Na+].[O:3]=[C:4]([CH2:12][C:13]1[CH:18]=[CH:17][CH:16]=[CH:15][CH:14]=1)[CH2:5]P(=O)(OC)OC.[CH3:19][O:20][C:21](=[O:37])[CH2:22][CH2:23][CH2:24][C:25]#[C:26][CH2:27][N:28]1[C:33](=[O:34])[CH2:32][CH2:31][CH2:30][C@@H:29]1[CH:35]=O. The catalyst is C1COCC1. The product is [CH3:19][O:20][C:21](=[O:37])[CH2:22][CH2:23][CH2:24][C:25]#[C:26][CH2:27][N:28]1[C@@H:29](/[CH:35]=[CH:5]/[C:4](=[O:3])[CH2:12][C:13]2[CH:14]=[CH:15][CH:16]=[CH:17][CH:18]=2)[CH2:30][CH2:31][CH2:32][C:33]1=[O:34]. The yield is 0.420. (2) The reactants are C([O:3][C:4]1[C:5](=O)[CH:6]([C:10](=O)[C:11]([O:13][CH2:14][CH3:15])=[O:12])[CH2:7][CH2:8][CH:9]=1)C.[CH3:18][NH:19][NH2:20]. The catalyst is C(O)(=O)C. The product is [CH3:18][N:19]1[C:5]2[C:4](=[O:3])[CH2:9][CH2:8][CH2:7][C:6]=2[C:10]([C:11]([O:13][CH2:14][CH3:15])=[O:12])=[N:20]1. The yield is 0.630. (3) The yield is 0.370. The reactants are [C:1]([O:5][C:6]([NH:8][C:9]1[CH:16]=[CH:15][C:12]([O:13]C)=[CH:11][CH:10]=1)=[O:7])([CH3:4])([CH3:3])[CH3:2].[C:17]([Li])(C)(C)C.[CH2:22]1[O:24][CH2:23]1.[Cl-].[NH4+]. The product is [OH:13][CH2:12][CH2:15][C:16]1[C:23]([O:24][CH3:22])=[CH:17][CH:11]=[CH:10][C:9]=1[NH:8][C:6]([O:5][C:1]([CH3:2])([CH3:3])[CH3:4])=[O:7]. The catalyst is CCOCC. (4) The reactants are Br[C:2]1[CH:3]=[C:4]([N:8]2[C:12]3[CH:13]([OH:16])[CH2:14][CH2:15][C:11]=3[C:10]([C:17]([O:19][CH2:20][CH3:21])=[O:18])=[N:9]2)[CH:5]=[CH:6][CH:7]=1.[C:22]([C@:24]1([OH:31])[CH2:28][CH2:27][N:26]([CH3:29])[C:25]1=[O:30])#[CH:23]. No catalyst specified. The product is [OH:16][CH:13]1[C:12]2[N:8]([C:4]3[CH:5]=[CH:6][CH:7]=[C:2]([C:23]#[C:22][C@:24]4([OH:31])[CH2:28][CH2:27][N:26]([CH3:29])[C:25]4=[O:30])[CH:3]=3)[N:9]=[C:10]([C:17]([O:19][CH2:20][CH3:21])=[O:18])[C:11]=2[CH2:15][CH2:14]1. The yield is 0.670.